From a dataset of Reaction yield outcomes from USPTO patents with 853,638 reactions. Predict the reaction yield, written as a fraction of the theoretical maximum amount of product (1.0 means a 100% yield; for example, 0.34 means a 34% yield). (1) The reactants are [N+:1]([C:4]1[CH:12]=[CH:11][CH:10]=[C:9]2[C:5]=1[CH:6]=[N:7][NH:8]2)([O-])=O. The catalyst is [Pd].CCO. The product is [NH2:1][C:4]1[CH:12]=[CH:11][CH:10]=[C:9]2[C:5]=1[CH:6]=[N:7][NH:8]2. The yield is 0.700. (2) The reactants are [C:1]([O:5][C:6](=[O:20])[NH:7][C@H:8]([CH2:13][C:14]1[CH:19]=[CH:18][CH:17]=[CH:16][CH:15]=1)[C@@H:9]([OH:12])[CH2:10][NH2:11])([CH3:4])([CH3:3])[CH3:2].[C:21]1(=O)[O:26][C:24](=[O:25])[C:23]2=[CH:27][CH:28]=[CH:29][CH:30]=[C:22]12.CCN(CC)CC. The catalyst is CN(C=O)C. The product is [C:1]([O:5][C:6](=[O:20])[NH:7][C@@H:8]([CH2:13][C:14]1[CH:15]=[CH:16][CH:17]=[CH:18][CH:19]=1)[C@H:9]([OH:12])[CH2:10][N:11]1[C:24](=[O:25])[C:23]2[C:22](=[CH:30][CH:29]=[CH:28][CH:27]=2)[C:21]1=[O:26])([CH3:4])([CH3:2])[CH3:3]. The yield is 0.710. (3) The reactants are [Br:1][C:2]1[CH:7]=[CH:6][C:5]([C:8](=O)[CH2:9][N:10]2[CH2:14][CH2:13][CH2:12][CH2:11]2)=[CH:4][CH:3]=1.CN.[BH3-][C:19]#[N:20].[Na+].C(O)(=O)C. The catalyst is C1COCC1. The product is [Br:1][C:2]1[CH:7]=[CH:6][C:5]([CH:8]([NH:20][CH3:19])[CH2:9][N:10]2[CH2:14][CH2:13][CH2:12][CH2:11]2)=[CH:4][CH:3]=1. The yield is 0.990. (4) The reactants are [CH3:1][O:2][C:3]1[CH:4]=[C:5]([C:9]2[CH:10]=[C:11]([CH:15]=O)[CH:12]=[N:13][CH:14]=2)[CH:6]=[CH:7][CH:8]=1.[NH2:17][CH2:18][CH2:19][C@H:20]1[O:24][C:23](=[O:25])[N:22]([C:26]2[CH:36]=[CH:35][C:29]3[S:30][CH2:31][C:32](=[O:34])[NH:33][C:28]=3[CH:27]=2)[CH2:21]1. No catalyst specified. The product is [CH3:1][O:2][C:3]1[CH:4]=[C:5]([C:9]2[CH:10]=[C:11]([CH2:15][NH:17][CH2:18][CH2:19][C@H:20]3[O:24][C:23](=[O:25])[N:22]([C:26]4[CH:36]=[CH:35][C:29]5[S:30][CH2:31][C:32](=[O:34])[NH:33][C:28]=5[CH:27]=4)[CH2:21]3)[CH:12]=[N:13][CH:14]=2)[CH:6]=[CH:7][CH:8]=1. The yield is 0.120. (5) The reactants are Cl.[C:2]1([C:8]2[O:12][N:11]=[C:10]([CH:13]3[O:18][CH2:17][CH2:16][NH:15][CH2:14]3)[N:9]=2)[CH:7]=[CH:6][CH:5]=[CH:4][CH:3]=1.[CH3:19][N:20]1[C:25](=[O:26])[CH:24]=[C:23]([C:27]2[CH:32]=[CH:31][N:30]=[CH:29][N:28]=2)[N:22]=[C:21]1N1CCOC(C2ON=C(C3C=CC=CC=3)N=2)C1.C(N(CC)CC)C. The catalyst is O1CCCC1. The product is [CH3:19][N:20]1[C:25](=[O:26])[CH:24]=[C:23]([C:27]2[CH:32]=[CH:31][N:30]=[CH:29][N:28]=2)[N:22]=[C:21]1[N:15]1[CH2:16][CH2:17][O:18][CH:13]([C:10]2[N:9]=[C:8]([C:2]3[CH:3]=[CH:4][CH:5]=[CH:6][CH:7]=3)[O:12][N:11]=2)[CH2:14]1. The yield is 0.640. (6) The reactants are C[O:2][C:3]([C:5]1[CH:23]=[CH:22][C:8]2[NH:9][C:10]([CH2:12][O:13][C:14]3[CH:19]=[CH:18][C:17]([Cl:20])=[CH:16][C:15]=3[Cl:21])=[N:11][C:7]=2[CH:6]=1)=O.O.[NH2:25][NH2:26].O. The catalyst is C(OCC)(=O)C. The product is [Cl:21][C:15]1[CH:16]=[C:17]([Cl:20])[CH:18]=[CH:19][C:14]=1[O:13][CH2:12][C:10]1[NH:9][C:8]2[CH:22]=[CH:23][C:5]([C:3]([NH:25][NH2:26])=[O:2])=[CH:6][C:7]=2[N:11]=1. The yield is 0.150. (7) The reactants are [OH:1][CH2:2][C:3]([O:5][CH2:6][CH3:7])=[O:4].[CH3:8][C:9]([Si:12](Cl)([CH3:14])[CH3:13])([CH3:11])[CH3:10].N1C=CN=C1. No catalyst specified. The product is [Si:12]([O:1][CH2:2][C:3]([O:5][CH2:6][CH3:7])=[O:4])([C:9]([CH3:11])([CH3:10])[CH3:8])([CH3:14])[CH3:13]. The yield is 0.650.